From a dataset of Catalyst prediction with 721,799 reactions and 888 catalyst types from USPTO. Predict which catalyst facilitates the given reaction. (1) Reactant: [ClH:1].[CH:2]([N:5]1[CH:9]=[C:8]([S:10]([C:13]2[CH:23]=[CH:22][C:16]([CH2:17][NH:18]C(=O)C)=[CH:15][CH:14]=2)(=[O:12])=[O:11])[CH:7]=[N:6]1)([CH3:4])[CH3:3]. Product: [ClH:1].[CH:2]([N:5]1[CH:9]=[C:8]([S:10]([C:13]2[CH:23]=[CH:22][C:16]([CH2:17][NH2:18])=[CH:15][CH:14]=2)(=[O:12])=[O:11])[CH:7]=[N:6]1)([CH3:4])[CH3:3]. The catalyst class is: 41. (2) Reactant: [CH2:1]([C:3]1[CH:4]=[C:5]([C:12]2[CH:17]=[CH:16][C:15]([O:18]C)=[CH:14][CH:13]=2)[CH:6]=[CH:7][C:8]=1[C:9](=[O:11])[CH3:10])[CH3:2].C(C1C=C(C2C=CC(OC)=C(C(=O)C)C=2)C=CC=1)C.B(Br)(Br)Br.O. Product: [CH2:1]([C:3]1[CH:4]=[C:5]([C:12]2[CH:13]=[CH:14][C:15]([OH:18])=[CH:16][CH:17]=2)[CH:6]=[CH:7][C:8]=1[C:9](=[O:11])[CH3:10])[CH3:2]. The catalyst class is: 2. (3) The catalyst class is: 15. Reactant: [I:1][C:2]1[CH:3]=[C:4]2[C:8](=[CH:9][CH:10]=1)[NH:7][C:6](=[O:11])[C:5]2=O.[Cl:13][C:14]1[CH:33]=[CH:32][C:17]([C:18]([NH:20][CH2:21][C:22]2[CH:27]=[CH:26][C:25]([C:28]([NH:30][NH2:31])=[O:29])=[CH:24][CH:23]=2)=[O:19])=[CH:16][CH:15]=1. Product: [Cl:13][C:14]1[CH:15]=[CH:16][C:17]([C:18]([NH:20][CH2:21][C:22]2[CH:27]=[CH:26][C:25]([C:28]([NH:30][N:31]=[C:5]3[C:4]4[C:8](=[CH:9][CH:10]=[C:2]([I:1])[CH:3]=4)[NH:7][C:6]3=[O:11])=[O:29])=[CH:24][CH:23]=2)=[O:19])=[CH:32][CH:33]=1. (4) Reactant: [NH2:1][C:2]1[C:3]([F:19])=[C:4]([NH:9][S:10]([C:13]2[N:14]=[CH:15][N:16]([CH3:18])[CH:17]=2)(=[O:12])=[O:11])[CH:5]=[CH:6][C:7]=1[F:8].F[C:21]1[C:26]([C:27]2[N:35]=[CH:34][N:33]=[C:32]3[C:28]=2[N:29]=[CH:30][N:31]3[CH:36]2[CH2:41][CH2:40][CH2:39][CH2:38][O:37]2)=[CH:25][CH:24]=[CH:23][N:22]=1. Product: [F:19][C:3]1[C:2]([NH:1][C:21]2[C:26]([C:27]3[N:35]=[CH:34][N:33]=[C:32]4[C:28]=3[N:29]=[CH:30][N:31]4[CH:36]3[CH2:41][CH2:40][CH2:39][CH2:38][O:37]3)=[CH:25][CH:24]=[CH:23][N:22]=2)=[C:7]([F:8])[CH:6]=[CH:5][C:4]=1[NH:9][S:10]([C:13]1[N:14]=[CH:15][N:16]([CH3:18])[CH:17]=1)(=[O:12])=[O:11]. The catalyst class is: 6. (5) Reactant: [Cl:1][C:2]1[C:7]([O:8][C:9]2[CH:14]=[CH:13][C:12]([N:15]=[C:16]=S)=[CH:11][CH:10]=2)=[N:6][CH:5]=[CH:4][N:3]=1.[C:18]1([NH2:25])[C:19]([NH2:24])=[CH:20][CH:21]=[CH:22][CH:23]=1.C1(N=C=NC2CCCCC2)CCCCC1. Product: [Cl:1][C:2]1[C:7]([O:8][C:9]2[CH:14]=[CH:13][C:12]([NH:15][C:16]3[NH:25][C:18]4[CH:23]=[CH:22][CH:21]=[CH:20][C:19]=4[N:24]=3)=[CH:11][CH:10]=2)=[N:6][CH:5]=[CH:4][N:3]=1. The catalyst class is: 76. (6) Reactant: [CH3:1][CH:2]([N:4]([CH2:9][C@@H:10]1[N:15]([C:16]2[N:21]=[CH:20][C:19]([C:22]([OH:31])([C:27]([F:30])([F:29])[F:28])[C:23]([F:26])([F:25])[F:24])=[CH:18][N:17]=2)[CH2:14][CH2:13][N:12](C(OC(C)(C)C)=O)[CH2:11]1)[S:5]([CH3:8])(=[O:7])=[O:6])[CH3:3].C(O)(C(F)(F)F)=O.[Cl:46][C:47]1[N:52]=[CH:51][C:50]([S:53](Cl)(=[O:55])=[O:54])=[CH:49][CH:48]=1. Product: [Cl:46][C:47]1[N:52]=[CH:51][C:50]([S:53]([N:12]2[CH2:13][CH2:14][N:15]([C:16]3[N:17]=[CH:18][C:19]([C:22]([OH:31])([C:23]([F:25])([F:26])[F:24])[C:27]([F:29])([F:30])[F:28])=[CH:20][N:21]=3)[C@@H:10]([CH2:9][N:4]([CH:2]([CH3:3])[CH3:1])[S:5]([CH3:8])(=[O:6])=[O:7])[CH2:11]2)(=[O:55])=[O:54])=[CH:49][CH:48]=1. The catalyst class is: 2. (7) Reactant: [C:1]([C:4]([C@@:6]([C:21](=[O:23])[CH3:22])([C@@:8]([C:18](=[O:20])[CH3:19])([C@:10]([C:15](=[O:17])[CH3:16])([C@H:12]([CH3:14])[OH:13])[OH:11])[OH:9])[OH:7])=[O:5])(=[O:3])[CH3:2].[CH3:24][O:25][C:26]1[CH:31]=[CH:30][C:29](O)=[CH:28][CH:27]=1. Product: [CH3:24][O:25][C:26]1[CH:31]=[CH:30][C:29]([C@@:15]2([CH3:16])[O:17][C@@:4]([C:1](=[O:3])[CH3:2])([OH:5])[C@:6]([C:21](=[O:23])[CH3:22])([OH:7])[C@:8]([C:18](=[O:20])[CH3:19])([OH:9])[C@@:10]2([C:12](=[O:13])[CH3:14])[OH:11])=[CH:28][CH:27]=1. The catalyst class is: 4. (8) Reactant: FC(F)(F)S(O[C:7]1[CH:16]=[CH:15][CH:14]=[C:13]2[C:8]=1[CH2:9][CH2:10][C:11](=[O:17])[NH:12]2)(=O)=O.[CH3:20][N:21](C=O)C. Product: [C:20]([C:7]1[CH:16]=[CH:15][CH:14]=[C:13]2[C:8]=1[CH2:9][CH2:10][C:11](=[O:17])[NH:12]2)#[N:21]. The catalyst class is: 267.